From a dataset of NCI-60 drug combinations with 297,098 pairs across 59 cell lines. Regression. Given two drug SMILES strings and cell line genomic features, predict the synergy score measuring deviation from expected non-interaction effect. (1) Drug 1: C1=NC(=NC(=O)N1C2C(C(C(O2)CO)O)O)N. Drug 2: COCCOC1=C(C=C2C(=C1)C(=NC=N2)NC3=CC=CC(=C3)C#C)OCCOC.Cl. Cell line: UO-31. Synergy scores: CSS=19.5, Synergy_ZIP=1.66, Synergy_Bliss=1.33, Synergy_Loewe=-5.77, Synergy_HSA=-1.47. (2) Drug 1: CCC1(CC2CC(C3=C(CCN(C2)C1)C4=CC=CC=C4N3)(C5=C(C=C6C(=C5)C78CCN9C7C(C=CC9)(C(C(C8N6C=O)(C(=O)OC)O)OC(=O)C)CC)OC)C(=O)OC)O.OS(=O)(=O)O. Drug 2: C(=O)(N)NO. Synergy scores: CSS=2.24, Synergy_ZIP=-1.26, Synergy_Bliss=-2.38, Synergy_Loewe=-3.95, Synergy_HSA=-3.93. Cell line: M14. (3) Drug 1: CC12CCC3C(C1CCC2O)C(CC4=C3C=CC(=C4)O)CCCCCCCCCS(=O)CCCC(C(F)(F)F)(F)F. Drug 2: C1CNP(=O)(OC1)N(CCCl)CCCl. Cell line: SF-295. Synergy scores: CSS=-0.138, Synergy_ZIP=2.71, Synergy_Bliss=1.56, Synergy_Loewe=0.893, Synergy_HSA=-0.388. (4) Drug 1: C1=CC(=C2C(=C1NCCNCCO)C(=O)C3=C(C=CC(=C3C2=O)O)O)NCCNCCO. Drug 2: C1C(C(OC1N2C=NC(=NC2=O)N)CO)O. Cell line: COLO 205. Synergy scores: CSS=54.2, Synergy_ZIP=2.99, Synergy_Bliss=4.31, Synergy_Loewe=-0.760, Synergy_HSA=9.03. (5) Drug 1: CC1C(C(CC(O1)OC2CC(OC(C2O)C)OC3=CC4=CC5=C(C(=O)C(C(C5)C(C(=O)C(C(C)O)O)OC)OC6CC(C(C(O6)C)O)OC7CC(C(C(O7)C)O)OC8CC(C(C(O8)C)O)(C)O)C(=C4C(=C3C)O)O)O)O. Drug 2: C1CC(=O)NC(=O)C1N2C(=O)C3=CC=CC=C3C2=O. Cell line: OVCAR-8. Synergy scores: CSS=16.1, Synergy_ZIP=0.198, Synergy_Bliss=-0.668, Synergy_Loewe=-38.7, Synergy_HSA=-0.684.